From a dataset of Full USPTO retrosynthesis dataset with 1.9M reactions from patents (1976-2016). Predict the reactants needed to synthesize the given product. (1) Given the product [CH:25]([C:22]1[CH:21]=[CH:20][C:19]([C:15]2[O:16][C:17]([CH3:18])=[C:13]([CH2:12][O:1][C:2]3[CH:9]=[CH:8][C:5]([CH:6]=[O:7])=[C:4]([CH3:10])[CH:3]=3)[N:14]=2)=[CH:24][CH:23]=1)([CH3:27])[CH3:26], predict the reactants needed to synthesize it. The reactants are: [OH:1][C:2]1[CH:9]=[CH:8][C:5]([CH:6]=[O:7])=[C:4]([CH3:10])[CH:3]=1.Cl[CH2:12][C:13]1[N:14]=[C:15]([C:19]2[CH:24]=[CH:23][C:22]([CH:25]([CH3:27])[CH3:26])=[CH:21][CH:20]=2)[O:16][C:17]=1[CH3:18].C(C1C=CC(C=O)=CC=1)(C)C.O=P(Cl)(Cl)Cl.C(=O)([O-])[O-].[K+].[K+]. (2) Given the product [C:1]([O:5][C@@H:6]([C:11]1[C:40]([CH3:41])=[CH:39][C:38]2=[N:42][C:35]3=[CH:36][N:37]2[C:12]=1[N:13]1[CH2:14][CH2:15][C:16]([CH3:48])([O:17][CH2:18][CH2:19][CH2:20][CH2:21][C@H:22]([CH3:45])[O:23][C:24]2[CH:25]=[CH:26][C:27]([F:44])=[CH:28][C:29]=2[C:30]2[CH:43]=[C:34]3[CH:33]=[CH:32][CH:31]=2)[CH2:46][CH2:47]1)[C:7]([OH:9])=[O:8])([CH3:4])([CH3:2])[CH3:3], predict the reactants needed to synthesize it. The reactants are: [C:1]([O:5][C@@H:6]([C:11]1[C:40]([CH3:41])=[CH:39][C:38]2=[N:42][C:35]3=[CH:36][N:37]2[C:12]=1[N:13]1[CH2:47][CH2:46][C:16]([CH3:48])([O:17][CH2:18][CH:19]=[CH:20][CH2:21][C@H:22]([CH3:45])[O:23][C:24]2[CH:25]=[CH:26][C:27]([F:44])=[CH:28][C:29]=2[C:30]2[CH:43]=[C:34]3[CH:33]=[CH:32][CH:31]=2)[CH2:15][CH2:14]1)[C:7]([O:9]C)=[O:8])([CH3:4])([CH3:3])[CH3:2].C(O[C@@H](C1C(C)=CC2=NC3=CN2C=1N1CCC(C)(OCCCC[C@H](C)OC2C=CC(C)=CC=2C2C=C3C=CC=2)CC1)C(O)=O)(C)(C)C. (3) Given the product [CH2:37]([O:44][CH2:45][C@H:46]([CH3:47])[O:48][C:9]1[CH:8]=[C:7]([N:6]2[C:2]([NH2:1])=[CH:3][C:4]([C:14]([CH3:17])([CH3:16])[CH3:15])=[N:5]2)[CH:12]=[CH:11][CH:10]=1)[C:38]1[CH:43]=[CH:42][CH:41]=[CH:40][CH:39]=1, predict the reactants needed to synthesize it. The reactants are: [NH2:1][C:2]1[N:6]([C:7]2[CH:12]=[CH:11][CH:10]=[CH:9][C:8]=2O)[N:5]=[C:4]([C:14]([CH3:17])([CH3:16])[CH3:15])[CH:3]=1.C1(P(C2C=CC=CC=2)C2C=CC=CC=2)C=CC=CC=1.[CH2:37]([O:44][CH2:45][C@H:46]([OH:48])[CH3:47])[C:38]1[CH:43]=[CH:42][CH:41]=[CH:40][CH:39]=1.CC(OC(/N=N/C(OC(C)C)=O)=O)C.